Dataset: Experimentally validated miRNA-target interactions with 360,000+ pairs, plus equal number of negative samples. Task: Binary Classification. Given a miRNA mature sequence and a target amino acid sequence, predict their likelihood of interaction. (1) The miRNA is cel-miR-234-3p with sequence UUAUUGCUCGAGAAUACCCUU. The protein sequence of the target gene is MESESSRRMGNACIPLKRIAYFLCLFSVVLLTEGKKPAKPKCPAVCTCSKDNALCENARSIPRTVPPDVISLSFVRSGFTEISEGSFLFTPSLQLLLFTSNSFDVISDDAFIGLPHLEYLFIENNNIKSISRHTFRGLKSLIHLSLANNNLQTLPKDIFKGLDSLTNVDLRGNAFNCDCKLKWLVEWLGHTNATVEDIYCEGPPEYKKRKINSLSPKDFDCIITEFAKSQDLPYQSLSIDTFSYLNDEYVVIAQPFTGKCIFLEWDHVEKTFRNYDNITGTSTVVCKPIVIDTQLYVIVA.... Result: 0 (no interaction). (2) The miRNA is hsa-miR-1285-3p with sequence UCUGGGCAACAAAGUGAGACCU. The protein sequence of the target gene is MATESTPSEIIERERKKLLEILQHDPDSILDTLTSRRLISEEEYETLENVTDLLKKSRKLLILVQKKGEATCQHFLKCLFSTFPQSAAICGLRHEVLKHENTVPPQSMGASSNSEDAFSPGIKQPEAPEITVFFSEKEHLDLETSEFFRDKKTSYRETALSARKNEKEYDTPEVTLSYSVEKVGCEVPATITYIKDGQRYEELDDSLYLGKEEYLGSVDTPEDAEATVEEEVYDDPEHVGYDGEEDFENSETTEFSGEEPSYEGSETSLSLEEEQEKSIEERKKVFKDVLLCLNMDRSRK.... Result: 1 (interaction). (3) The miRNA is mmu-miR-3102-3p with sequence GAGCACCCCAUUGGCUACCCACA. The protein sequence of the target gene is MSRFLNVLRSWLVMVSIIAMGNTLQSFRDHTFLYEKLYTGKPNLVNGLQARTFGIWTLLSSVIRCLCAIDIHNKTLYHITLWTFLLALGHFLSELFVYGTAAPTIGVLAPLMVASFSILGMLVGLRYLEVEPVSRQKKRN. Result: 0 (no interaction). (4) The miRNA is mmu-miR-7a-2-3p with sequence CAACAAGUCCCAGUCUGCCACA. The protein sequence of the target gene is MLFNSVLRQPQLGVLRNGWSSHYPLQSLLSGYQCNCNDEHTSYGETGVPVPPFGCTFCTAPSMEHILAVANEEGFVRLYNTESQTSKKTCFKEWMAHWNAVFDLAWVPGELKLVTAAGDQTAKFWDVRAGELMGTCKGHQCSLKSVAFPKFQKAVFSTGGRDGNIMIWDTRCNKKDGFYRQVNQISGAHNTADKQTPSKPKKKQNSKGLAPAVDSQQSVTVVLFQDENTLVSAGAVDGIIKVWDLRKNYTAYRQEPIASKSFLYPGTSTRKLGYSSLVLDSTGSTLFANCTDDNIYMFNM.... Result: 0 (no interaction).